From a dataset of Catalyst prediction with 721,799 reactions and 888 catalyst types from USPTO. Predict which catalyst facilitates the given reaction. (1) Reactant: [NH:1]1[CH2:11][CH2:10][CH2:9][CH:3]([C:4](OCC)=[O:5])[CH2:2]1.O.[NH2:13][NH2:14]. Product: [NH:1]1[CH2:11][CH2:10][CH2:9][CH:3]([C:4]([NH:13][NH2:14])=[O:5])[CH2:2]1. The catalyst class is: 237. (2) Reactant: [NH2:1][C@H:2]([CH2:25][CH3:26])[C:3]([NH:5][C:6]1[CH:7]=[N:8][C:9]([O:12][C:13]2[C:18]3[C:19]([CH:22]([CH3:24])[CH3:23])=[N:20][O:21][C:17]=3[CH:16]=[CH:15][CH:14]=2)=[CH:10][CH:11]=1)=[O:4].Cl[C:28](Cl)([O:30]C(=O)OC(Cl)(Cl)Cl)Cl. Product: [CH2:25]([C@H:2]1[NH:1][C:28](=[O:30])[N:5]([C:6]2[CH:7]=[N:8][C:9]([O:12][C:13]3[C:18]4[C:19]([CH:22]([CH3:23])[CH3:24])=[N:20][O:21][C:17]=4[CH:16]=[CH:15][CH:14]=3)=[CH:10][CH:11]=2)[C:3]1=[O:4])[CH3:26]. The catalyst class is: 4. (3) Reactant: F[C:2]1[N:7]2[CH:8]=[C:9]([CH2:11][N:12]3[C@H:25]4[C@H:16]([CH2:17][CH2:18][C:19]5[C:24]4=[N:23][CH:22]=[CH:21][CH:20]=5)[CH2:15][CH2:14][CH2:13]3)[N:10]=[C:6]2[CH:5]=[CH:4][CH:3]=1.[NH:26]1[CH2:30][CH2:29][C@@H:28]([NH:31]C(=O)OC(C)(C)C)[CH2:27]1.FC(F)(F)C(O)=O. Product: [N:12]1([CH2:11][C:9]2[N:10]=[C:6]3[CH:5]=[CH:4][CH:3]=[C:2]([N:26]4[CH2:30][CH2:29][C@@H:28]([NH2:31])[CH2:27]4)[N:7]3[CH:8]=2)[C@H:25]2[C@H:16]([CH2:17][CH2:18][C:19]3[C:24]2=[N:23][CH:22]=[CH:21][CH:20]=3)[CH2:15][CH2:14][CH2:13]1. The catalyst class is: 8. (4) Reactant: [CH3:1][C:2]1[O:6][C:5]([C:7]2[CH:12]=[CH:11][CH:10]=[CH:9][CH:8]=2)=[N:4][C:3]=1[CH2:13][C:14](OC)=[O:15].[BH4-].[Na+].CO.O. Product: [CH3:1][C:2]1[O:6][C:5]([C:7]2[CH:12]=[CH:11][CH:10]=[CH:9][CH:8]=2)=[N:4][C:3]=1[CH2:13][CH2:14][OH:15]. The catalyst class is: 7. (5) The catalyst class is: 2. Product: [Cl:22][C:23]1[CH:28]=[CH:27][CH:26]=[CH:25][C:24]=1[C:29]1[N:30]([C:37]2[CH:38]=[CH:39][C:40]([Cl:43])=[CH:41][CH:42]=2)[CH:31]=[C:32]([C:34]([N:15]2[CH2:20][CH2:19][C:18](=[O:21])[CH2:17][CH2:16]2)=[O:35])[N:33]=1. Reactant: C(N(CC)CC)C.FC(F)(F)C(O)=O.[NH:15]1[CH2:20][CH2:19][C:18](=[O:21])[CH2:17][CH2:16]1.[Cl:22][C:23]1[CH:28]=[CH:27][CH:26]=[CH:25][C:24]=1[C:29]1[N:30]([C:37]2[CH:42]=[CH:41][C:40]([Cl:43])=[CH:39][CH:38]=2)[CH:31]=[C:32]([C:34](Cl)=[O:35])[N:33]=1. (6) Reactant: [F:1][C:2]1[CH:11]=[C:10]([N:12]2[C:16]([Si](C)(C)C)=[CH:15][N:14]=[N:13]2)[CH:9]=[CH:8][C:3]=1[C:4]([O:6][CH3:7])=[O:5].CCCC[N+](CCCC)(CCCC)CCCC.[F-].CC(O)=O. Product: [F:1][C:2]1[CH:11]=[C:10]([N:12]2[CH:16]=[CH:15][N:14]=[N:13]2)[CH:9]=[CH:8][C:3]=1[C:4]([O:6][CH3:7])=[O:5]. The catalyst class is: 7.